This data is from Reaction yield outcomes from USPTO patents with 853,638 reactions. The task is: Predict the reaction yield, written as a fraction of the theoretical maximum amount of product (1.0 means a 100% yield; for example, 0.34 means a 34% yield). (1) The reactants are [OH:1][C:2]1[C:3]([C:8]([NH2:10])=[O:9])=[N:4][CH:5]=[CH:6][CH:7]=1.Br[CH2:12][C:13]([O:15][CH2:16][CH3:17])=[O:14].C(=O)([O-])[O-].[K+].[K+]. The catalyst is CC(=O)CC. The product is [CH2:16]([O:15][C:13]([CH2:12][O:1][C:2]1[C:3]([C:8]([NH2:10])=[O:9])=[N:4][CH:5]=[CH:6][CH:7]=1)=[O:14])[CH3:17]. The yield is 0.530. (2) The reactants are [CH3:1][N:2]([C:11]([C:13]1[CH:18]=[CH:17][C:16]([C:19]2[CH:24]=[CH:23][C:22]([N+:25]([O-])=O)=[CH:21][CH:20]=2)=[CH:15][CH:14]=1)=[O:12])[C@H:3]([C:7]([O:9][CH3:10])=[O:8])[CH:4]([CH3:6])[CH3:5].Cl. The catalyst is C(O)C.[Fe]. The product is [NH2:25][C:22]1[CH:21]=[CH:20][C:19]([C:16]2[CH:17]=[CH:18][C:13]([C:11]([N:2]([CH3:1])[C@H:3]([C:7]([O:9][CH3:10])=[O:8])[CH:4]([CH3:6])[CH3:5])=[O:12])=[CH:14][CH:15]=2)=[CH:24][CH:23]=1. The yield is 0.760.